From a dataset of NCI-60 drug combinations with 297,098 pairs across 59 cell lines. Regression. Given two drug SMILES strings and cell line genomic features, predict the synergy score measuring deviation from expected non-interaction effect. (1) Drug 2: CN(CCCl)CCCl.Cl. Cell line: UO-31. Drug 1: CCCCCOC(=O)NC1=NC(=O)N(C=C1F)C2C(C(C(O2)C)O)O. Synergy scores: CSS=7.03, Synergy_ZIP=-3.36, Synergy_Bliss=-0.946, Synergy_Loewe=-13.3, Synergy_HSA=-5.54. (2) Drug 1: CC1=C(C(CCC1)(C)C)C=CC(=CC=CC(=CC(=O)O)C)C. Drug 2: CCC1(C2=C(COC1=O)C(=O)N3CC4=CC5=C(C=CC(=C5CN(C)C)O)N=C4C3=C2)O.Cl. Cell line: HCT116. Synergy scores: CSS=50.6, Synergy_ZIP=5.47, Synergy_Bliss=4.95, Synergy_Loewe=-28.2, Synergy_HSA=5.06.